This data is from Catalyst prediction with 721,799 reactions and 888 catalyst types from USPTO. The task is: Predict which catalyst facilitates the given reaction. (1) Reactant: [Cl-].[OH:2][NH3+:3].N1C=CC=CC=1.[C:10]([O:13][CH:14]([C:16]#[C:17][C:18]1[CH:23]=[C:22]([F:24])[CH:21]=[CH:20][C:19]=1[CH:25]=O)[CH3:15])(=[O:12])[CH3:11]. Product: [C:10]([O:13][CH:14]([C:16]#[C:17][C:18]1[CH:23]=[C:22]([F:24])[CH:21]=[CH:20][C:19]=1/[CH:25]=[N:3]/[OH:2])[CH3:15])(=[O:12])[CH3:11]. The catalyst class is: 8. (2) Product: [Cl:1][C:2]1[CH:3]=[CH:4][CH:5]=[C:6]2[C:11]=1[C:10]([NH:12][C@H:13]1[CH2:17][CH2:16][N:15]([C:18]([O:20][C:21]([CH3:23])([CH3:24])[CH3:22])=[O:19])[CH2:14]1)=[N:9][C:8]([C:25]1[NH:26][C:34](=[O:35])[NH:28][N:27]=1)=[CH:7]2. Reactant: [Cl:1][C:2]1[CH:3]=[CH:4][CH:5]=[C:6]2[C:11]=1[C:10]([NH:12][C@H:13]1[CH2:17][CH2:16][N:15]([C:18]([O:20][C:21]([CH3:24])([CH3:23])[CH3:22])=[O:19])[CH2:14]1)=[N:9][C:8]([C:25]([NH:27][NH2:28])=[NH:26])=[CH:7]2.C1N=CN([C:34](N2C=NC=C2)=[O:35])C=1. The catalyst class is: 12. (3) Reactant: [Cl:1][C:2]1[N:6]2[CH:7]=[C:8]([C:15]([CH3:17])=[CH2:16])[CH:9]=[C:10]([C:11]([F:14])([F:13])[F:12])[C:5]2=[N:4][C:3]=1[C:18]([N:20]1[CH2:25][CH2:24][CH:23]([N:26]2[CH2:30][CH2:29][O:28][C:27]2=[O:31])[CH2:22][CH2:21]1)=[O:19].C1(SC2C=CC=CC=2)C=CC=CC=1. Product: [CH3:17][CH:15]([C:8]1[CH:9]=[C:10]([C:11]([F:13])([F:14])[F:12])[C:5]2[N:6]([CH:2]=[C:3]([C:18]([N:20]3[CH2:25][CH2:24][CH:23]([N:26]4[CH2:30][CH2:29][O:28][C:27]4=[O:31])[CH2:22][CH2:21]3)=[O:19])[N:4]=2)[CH:7]=1)[CH3:16].[Cl:1][C:2]1[N:6]2[CH:7]=[C:8]([CH:15]([CH3:17])[CH3:16])[CH:9]=[C:10]([C:11]([F:14])([F:13])[F:12])[C:5]2=[N:4][C:3]=1[C:18]([N:20]1[CH2:25][CH2:24][CH:23]([N:26]2[CH2:30][CH2:29][O:28][C:27]2=[O:31])[CH2:22][CH2:21]1)=[O:19]. The catalyst class is: 43. (4) Reactant: [C:1]1([CH2:7][C@H:8]([NH2:27])[CH2:9][NH:10][C:11]2[C:12]3[CH:26]=[CH:25][N:24]=[CH:23][C:13]=3[N:14]=[C:15]([C:17]3[CH:22]=[CH:21][N:20]=[CH:19][CH:18]=3)[N:16]=2)[CH:6]=[CH:5][CH:4]=[CH:3][CH:2]=1.[CH2:28]([N:30]=[C:31]=[O:32])[CH3:29]. Product: [CH2:28]([NH:30][C:31](=[O:32])[NH:27][CH:8]([CH2:9][NH:10][C:11]1[C:12]2[CH:26]=[CH:25][N:24]=[CH:23][C:13]=2[N:14]=[C:15]([C:17]2[CH:22]=[CH:21][N:20]=[CH:19][CH:18]=2)[N:16]=1)[CH2:7][C:1]1[CH:6]=[CH:5][CH:4]=[CH:3][CH:2]=1)[CH3:29]. The catalyst class is: 2. (5) Reactant: [NH2:1][C:2]([NH2:4])=[S:3].[N+:5]([C:8]1[CH:13]=[CH:12][C:11]([CH2:14][Br:15])=[CH:10][CH:9]=1)([O-:7])=[O:6].[Br-]. Product: [BrH:15].[N+:5]([C:8]1[CH:13]=[CH:12][C:11]([CH2:14][S:3][C:2](=[NH:4])[NH2:1])=[CH:10][CH:9]=1)([O-:7])=[O:6]. The catalyst class is: 21. (6) Reactant: C([SiH2][O:6][C:7](C)(C)[C:8]1[CH:9]=[C:10]2[C:14](=[C:15]([CH3:17])[CH:16]=1)[NH:13][CH:12]=[CH:11]2)(C)(C)C.[F-].C([N+](CCCC)(CCCC)CCCC)CCC. Product: [CH3:17][C:15]1[CH:16]=[C:8]([CH2:7][OH:6])[CH:9]=[C:10]2[C:14]=1[NH:13][CH:12]=[CH:11]2. The catalyst class is: 220.